From a dataset of Peptide-MHC class I binding affinity with 185,985 pairs from IEDB/IMGT. Regression. Given a peptide amino acid sequence and an MHC pseudo amino acid sequence, predict their binding affinity value. This is MHC class I binding data. The peptide sequence is VDFLEENITA. The MHC is Mamu-B01 with pseudo-sequence Mamu-B01. The binding affinity (normalized) is 0.0993.